From a dataset of Peptide-MHC class I binding affinity with 185,985 pairs from IEDB/IMGT. Regression. Given a peptide amino acid sequence and an MHC pseudo amino acid sequence, predict their binding affinity value. This is MHC class I binding data. (1) The peptide sequence is RFSGLLIVK. The MHC is HLA-A24:02 with pseudo-sequence HLA-A24:02. The binding affinity (normalized) is 0.0613. (2) The peptide sequence is KIFEYGFTF. The MHC is HLA-A31:01 with pseudo-sequence HLA-A31:01. The binding affinity (normalized) is 0.512.